From a dataset of Forward reaction prediction with 1.9M reactions from USPTO patents (1976-2016). Predict the product of the given reaction. (1) Given the reactants [CH3:1][O:2][C:3]1[CH:4]=[C:5]2[C:10](=[CH:11][CH:12]=1)[C:9](=[O:13])[NH:8][CH2:7][CH2:6]2.[H-].[Na+].[CH2:16]1COCC1, predict the reaction product. The product is: [CH3:1][O:2][C:3]1[CH:4]=[C:5]2[C:10](=[CH:11][CH:12]=1)[C:9](=[O:13])[N:8]([CH3:16])[CH2:7][CH2:6]2. (2) Given the reactants [C:1]([O:9][CH2:10][CH3:11])(=[O:8])[CH2:2][C:3]([O:5][CH2:6][CH3:7])=[O:4].[H-].[Na+].[Cl:14][C:15]1[C:22]([CH3:23])=[C:21](I)[CH:20]=[CH:19][C:16]=1[C:17]#[N:18], predict the reaction product. The product is: [Cl:14][C:15]1[C:22]([CH3:23])=[C:21]([CH:2]([C:3]([O:5][CH2:6][CH3:7])=[O:4])[C:1]([O:9][CH2:10][CH3:11])=[O:8])[CH:20]=[CH:19][C:16]=1[C:17]#[N:18]. (3) The product is: [CH3:1][O:2][C:3]([C@:5]1([CH2:17][CH2:18][CH2:19][CH3:20])[CH2:9][O:8][C@H:7]([C:10]([CH3:11])([CH3:12])[CH3:13])[N:6]1[CH:14]=[O:15])=[O:4]. Given the reactants [CH3:1][O:2][C:3]([C@@H:5]1[CH2:9][O:8][C@H:7]([C:10]([CH3:13])([CH3:12])[CH3:11])[N:6]1[CH:14]=[O:15])=[O:4].I[CH2:17][CH2:18][CH2:19][CH3:20].CN(P(N(C)C)(N(C)C)=O)C.C[Si]([N-][Si](C)(C)C)(C)C.[Na+], predict the reaction product. (4) Given the reactants [H-].[H-].[H-].[H-].[Li+].[Al+3].[CH3:7][O:8][C:9]1[CH:18]=[C:17]2[C:12]([C:13](=[N:27]O)[CH:14]([C:19]3[CH:24]=[CH:23][C:22]([O:25][CH3:26])=[CH:21][CH:20]=3)[CH2:15][O:16]2)=[CH:11][CH:10]=1, predict the reaction product. The product is: [CH3:7][O:8][C:9]1[CH:10]=[CH:11][C:12]2[NH:27][CH2:13][CH:14]([C:19]3[CH:24]=[CH:23][C:22]([O:25][CH3:26])=[CH:21][CH:20]=3)[CH2:15][O:16][C:17]=2[CH:18]=1. (5) Given the reactants Br[C:2]1[S:3][C:4]([C:10]2[N:14]=[CH:13][N:12]([CH:15]3[CH2:20][CH2:19][CH2:18][CH2:17][O:16]3)[N:11]=2)=[C:5]([Br:9])[C:6]=1[C:7]#[N:8].[CH3:21][O:22][C:23](=[O:35])[NH:24][C:25]1[CH:30]=[C:29]([Sn](C)(C)C)[CH:28]=[CH:27][N:26]=1.[Cl-].[Li+], predict the reaction product. The product is: [Br:9][C:5]1[C:6]([C:7]#[N:8])=[C:2]([C:29]2[CH:28]=[CH:27][N:26]=[C:25]([NH:24][C:23](=[O:35])[O:22][CH3:21])[CH:30]=2)[S:3][C:4]=1[C:10]1[N:14]=[CH:13][N:12]([CH:15]2[CH2:20][CH2:19][CH2:18][CH2:17][O:16]2)[N:11]=1. (6) Given the reactants [F:1][C:2]1[CH:3]=[C:4]([CH:37]=[C:38]([F:40])[CH:39]=1)[CH2:5][C@@H:6]1[CH2:11][NH:10][CH2:9][CH2:8][N:7]1[C:12]([C:14]1[N:15]=[CH:16][N:17]([C@H:25]2[CH2:30][CH2:29][CH2:28][CH2:27][C@@H:26]2[NH:31][C:32](=[O:36])[O:33][CH2:34][CH3:35])[C:18]=1[C:19]1[CH:24]=[CH:23][CH:22]=[CH:21][CH:20]=1)=[O:13].[C:41]([OH:47])(=[O:46])[CH2:42][C:43]([OH:45])=[O:44], predict the reaction product. The product is: [C:41]([OH:47])(=[O:46])[CH2:42][C:43]([OH:45])=[O:44].[F:1][C:2]1[CH:3]=[C:4]([CH:37]=[C:38]([F:40])[CH:39]=1)[CH2:5][C@@H:6]1[CH2:11][NH:10][CH2:9][CH2:8][N:7]1[C:12]([C:14]1[N:15]=[CH:16][N:17]([C@H:25]2[CH2:30][CH2:29][CH2:28][CH2:27][C@@H:26]2[NH:31][C:32](=[O:36])[O:33][CH2:34][CH3:35])[C:18]=1[C:19]1[CH:20]=[CH:21][CH:22]=[CH:23][CH:24]=1)=[O:13]. (7) The product is: [Cl:1][C:2]1[CH:3]=[C:4]([C:31]#[C:30][CH2:29][OH:32])[CH:5]=[CH:6][C:7]=1[F:8]. Given the reactants [Cl:1][C:2]1[CH:3]=[C:4](I)[CH:5]=[CH:6][C:7]=1[F:8].C1(P(C2C=CC=CC=2)C2C=CC=CC=2)C=CC=CC=1.[CH2:29]([OH:32])[C:30]#[CH:31].C(N(C(C)C)CC)(C)C, predict the reaction product. (8) Given the reactants [Br:1][C:2]1[CH:3]=[C:4]2[C:9](=[CH:10][C:11]=1[F:12])[O:8][CH:7]([C:13]1[CH:18]=[CH:17][CH:16]=[CH:15][CH:14]=1)[CH2:6][C:5]2=O.[C:20](=[N:26][Si](C)(C)C)=[N:21][Si](C)(C)C, predict the reaction product. The product is: [Br:1][C:2]1[CH:3]=[C:4]2[C:9](=[CH:10][C:11]=1[F:12])[O:8][CH:7]([C:13]1[CH:18]=[CH:17][CH:16]=[CH:15][CH:14]=1)[CH2:6][C:5]2=[N:26][C:20]#[N:21]. (9) Given the reactants [O:1]=[C:2]1[N:8]([CH2:9][C:10]([F:13])([F:12])[F:11])[C:7]2[CH:14]=[CH:15][CH:16]=[CH:17][C:6]=2[C:5]2[CH:18]=[CH:19][CH:20]=[CH:21][C:4]=2[C@@H:3]1[NH:22][C:23]([C@@H:25]([O:27][C:28](=O)[O:29]C1C=CC([N+]([O-])=O)=CC=1)[CH3:26])=[O:24].[F:40][C:41]([F:48])([C:44]([F:47])([F:46])[F:45])[CH2:42][NH2:43], predict the reaction product. The product is: [O:1]=[C:2]1[N:8]([CH2:9][C:10]([F:12])([F:13])[F:11])[C:7]2[CH:14]=[CH:15][CH:16]=[CH:17][C:6]=2[C:5]2[CH:18]=[CH:19][CH:20]=[CH:21][C:4]=2[C@@H:3]1[NH:22][C:23]([C@@H:25]([O:27][C:28](=[O:29])[NH:43][CH2:42][C:41]([F:48])([F:40])[C:44]([F:47])([F:46])[F:45])[CH3:26])=[O:24].